Dataset: Reaction yield outcomes from USPTO patents with 853,638 reactions. Task: Predict the reaction yield, written as a fraction of the theoretical maximum amount of product (1.0 means a 100% yield; for example, 0.34 means a 34% yield). The reactants are Cl[C:2]1[C:7]2=[C:8]([CH3:11])[CH:9]=[CH:10][N:6]2[N:5]=[CH:4][N:3]=1.[F:12][C:13]1[CH:18]=[C:17]([N+:19]([O-:21])=[O:20])[CH:16]=[CH:15][C:14]=1[OH:22].C(=O)([O-])[O-].[K+].[K+]. The catalyst is CN(C=O)C.ClCCl. The product is [F:12][C:13]1[CH:18]=[C:17]([N+:19]([O-:21])=[O:20])[CH:16]=[CH:15][C:14]=1[O:22][C:2]1[C:7]2=[C:8]([CH3:11])[CH:9]=[CH:10][N:6]2[N:5]=[CH:4][N:3]=1. The yield is 0.720.